This data is from Catalyst prediction with 721,799 reactions and 888 catalyst types from USPTO. The task is: Predict which catalyst facilitates the given reaction. Reactant: [F:1][C:2]1[CH:3]=[C:4]([CH:9]=[C:10]([C:14]2[CH:19]=[CH:18][C:17]([F:20])=[CH:16][CH:15]=2)[C:11]([OH:13])=O)[CH:5]=[CH:6][C:7]=1[F:8].CCN=C=NCCCN(C)C.C1C=CC2N(O)N=NC=2C=1.[NH2:42][CH2:43][C:44]1[CH:59]=[CH:58][C:47]([C:48]([NH:50][C:51]2[CH:56]=[CH:55][CH:54]=[CH:53][C:52]=2[NH2:57])=[O:49])=[CH:46][CH:45]=1. Product: [NH2:57][C:52]1[CH:53]=[CH:54][CH:55]=[CH:56][C:51]=1[NH:50][C:48](=[O:49])[C:47]1[CH:46]=[CH:45][C:44]([CH2:43][NH:42][C:11](=[O:13])[C:10]([C:14]2[CH:19]=[CH:18][C:17]([F:20])=[CH:16][CH:15]=2)=[CH:9][C:4]2[CH:5]=[CH:6][C:7]([F:8])=[C:2]([F:1])[CH:3]=2)=[CH:59][CH:58]=1. The catalyst class is: 3.